This data is from Full USPTO retrosynthesis dataset with 1.9M reactions from patents (1976-2016). The task is: Predict the reactants needed to synthesize the given product. Given the product [Br:1][C:2]1[CH:9]=[CH:8][C:5]([CH:6]([OH:7])[CH3:11])=[C:4]([F:10])[CH:3]=1, predict the reactants needed to synthesize it. The reactants are: [Br:1][C:2]1[CH:9]=[CH:8][C:5]([CH:6]=[O:7])=[C:4]([F:10])[CH:3]=1.[CH3:11][Mg]Br.